From a dataset of Full USPTO retrosynthesis dataset with 1.9M reactions from patents (1976-2016). Predict the reactants needed to synthesize the given product. (1) Given the product [O:3]1[CH2:4][CH2:5][CH2:6][O:1][CH:2]1[C:7]1[CH:12]=[CH:11][C:10]([C:13]2[S:14][C:15]3[C:20]([N:21]=2)=[CH:19][CH:18]=[C:17]([C:22]([CH:24]2[CH2:25][CH2:26][O:27][CH2:28][CH2:29]2)=[CH2:31])[N:16]=3)=[C:9]([F:30])[CH:8]=1, predict the reactants needed to synthesize it. The reactants are: [O:1]1[CH2:6][CH2:5][CH2:4][O:3][CH:2]1[C:7]1[CH:12]=[CH:11][C:10]([C:13]2[S:14][C:15]3[C:20]([N:21]=2)=[CH:19][CH:18]=[C:17]([C:22]([CH:24]2[CH2:29][CH2:28][O:27][CH2:26][CH2:25]2)=O)[N:16]=3)=[C:9]([F:30])[CH:8]=1.[CH3:31][Si](C[Mg]Cl)(C)C.CC(C)([O-])C.[K+]. (2) Given the product [C:27]1([S:26][CH2:25][C:22]2[C:16]([C:17]([O:19][CH2:20][CH3:21])=[O:18])=[C:15]([O:33][CH3:34])[C:14]([CH2:1][CH3:2])=[CH:24][CH:23]=2)[CH:32]=[CH:31][CH:30]=[CH:29][CH:28]=1, predict the reactants needed to synthesize it. The reactants are: [CH2:1](C1C=C2C(COC2=O)=CC=1)[CH3:2].Br[C:14]1[C:15]([O:33][CH3:34])=[C:16]([C:22]([CH2:25][S:26][C:27]2[CH:32]=[CH:31][CH:30]=[CH:29][CH:28]=2)=[CH:23][CH:24]=1)[C:17]([O:19][CH2:20][CH3:21])=[O:18].C(B(CC)CC)C. (3) Given the product [C:60]([C:55]1[CH:56]=[C:57]2[C:52](=[C:53]([F:64])[CH:54]=1)[C:51](=[O:65])[N:50]([C:36]1[C:35]([CH2:34][OH:33])=[C:40]([C:2]3[CH:3]=[C:4]([NH:10][C:11]4[N:16]=[CH:15][C:14]([CH:17]5[CH2:22][CH2:21][N:20]([C:23]([O:25][C:26]([CH3:29])([CH3:28])[CH3:27])=[O:24])[CH2:19][CH2:18]5)=[CH:13][CH:12]=4)[C:5](=[O:9])[N:6]([CH3:8])[N:7]=3)[CH:39]=[CH:38][CH:37]=1)[N:59]=[CH:58]2)([CH3:63])([CH3:61])[CH3:62], predict the reactants needed to synthesize it. The reactants are: Cl[C:2]1[CH:3]=[C:4]([NH:10][C:11]2[N:16]=[CH:15][C:14]([CH:17]3[CH2:22][CH2:21][N:20]([C:23]([O:25][C:26]([CH3:29])([CH3:28])[CH3:27])=[O:24])[CH2:19][CH2:18]3)=[CH:13][CH:12]=2)[C:5](=[O:9])[N:6]([CH3:8])[N:7]=1.C([O:33][CH2:34][C:35]1[C:40](B2OC(C)(C)C(C)(C)O2)=[CH:39][CH:38]=[CH:37][C:36]=1[N:50]1[N:59]=[CH:58][C:57]2[C:52](=[C:53]([F:64])[CH:54]=[C:55]([C:60]([CH3:63])([CH3:62])[CH3:61])[CH:56]=2)[C:51]1=[O:65])(=O)C.CC(C1C=C(C(C)C)C(C2C=CC=CC=2P(C2CCCCC2)C2CCCCC2)=C(C(C)C)C=1)C.P([O-])([O-])([O-])=O.[K+].[K+].[K+]. (4) Given the product [CH2:1]([O:8][CH2:9][N:10]1[C:15](=[O:16])[C:14]([Br:17])=[N:13][N:12]([CH2:21][C:20]([F:29])([F:19])[C:23]2[CH:28]=[CH:27][CH:26]=[CH:25][CH:24]=2)[C:11]1=[O:18])[C:2]1[CH:7]=[CH:6][CH:5]=[CH:4][CH:3]=1, predict the reactants needed to synthesize it. The reactants are: [CH2:1]([O:8][CH2:9][N:10]1[C:15](=[O:16])[C:14]([Br:17])=[N:13][NH:12][C:11]1=[O:18])[C:2]1[CH:7]=[CH:6][CH:5]=[CH:4][CH:3]=1.[F:19][C:20]([F:29])([C:23]1[CH:28]=[CH:27][CH:26]=[CH:25][CH:24]=1)[CH2:21]O.C1(P(C2C=CC=CC=2)C2C=CC=CC=2)C=CC=CC=1.N(C(OC(C)C)=O)=NC(OC(C)C)=O.